This data is from Forward reaction prediction with 1.9M reactions from USPTO patents (1976-2016). The task is: Predict the product of the given reaction. (1) Given the reactants S(Cl)([Cl:3])=O.C(OC([NH:12][C@@H:13]1[CH2:18][CH2:17][C@H:16]([CH2:19][CH2:20][C:21]([OH:23])=[O:22])[CH2:15][CH2:14]1)=O)(C)(C)C.[CH3:24]O, predict the reaction product. The product is: [ClH:3].[NH2:12][C@@H:13]1[CH2:14][CH2:15][C@H:16]([CH2:19][CH2:20][C:21]([O:23][CH3:24])=[O:22])[CH2:17][CH2:18]1. (2) Given the reactants [Br:1][C:2]1[CH:7]=[C:6]([Cl:8])[CH:5]=[CH:4][C:3]=1[C@@H:9]([O:14][C:15]1[CH:20]=[C:19](Cl)[N:18]=[C:17]([NH2:22])[N:16]=1)[C:10]([F:13])([F:12])[F:11].[CH2:23]1[C:27]2([CH2:32][CH2:31][NH:30][CH2:29][CH2:28]2)[CH2:26][C@@H:25]([C:33]([O:35][CH2:36][CH3:37])=[O:34])[N:24]1[C:38]([O:40][CH2:41][C:42]1[CH:47]=[CH:46][CH:45]=[CH:44][CH:43]=1)=[O:39].C([O-])(O)=O.[Na+], predict the reaction product. The product is: [NH2:22][C:17]1[N:18]=[C:19]([N:30]2[CH2:29][CH2:28][C:27]3([CH2:23][N:24]([C:38]([O:40][CH2:41][C:42]4[CH:43]=[CH:44][CH:45]=[CH:46][CH:47]=4)=[O:39])[C@H:25]([C:33]([O:35][CH2:36][CH3:37])=[O:34])[CH2:26]3)[CH2:32][CH2:31]2)[CH:20]=[C:15]([O:14][C@H:9]([C:3]2[CH:4]=[CH:5][C:6]([Cl:8])=[CH:7][C:2]=2[Br:1])[C:10]([F:13])([F:12])[F:11])[N:16]=1. (3) Given the reactants N(C(OC(C)C)=O)=NC(OC(C)C)=O.[OH:15][CH2:16][CH2:17][CH2:18][NH:19][C:20](=[O:26])[O:21][C:22]([CH3:25])([CH3:24])[CH3:23].O[C:28]1[CH:33]=[CH:32][CH:31]=[C:30]([O:34][CH3:35])[C:29]=1[C:36](=[O:38])[CH3:37].C1(P(C2C=CC=CC=2)C2C=CC=CC=2)C=CC=CC=1, predict the reaction product. The product is: [C:36]([C:29]1[C:30]([O:34][CH3:35])=[CH:31][CH:32]=[CH:33][C:28]=1[O:15][CH2:16][CH2:17][CH2:18][NH:19][C:20](=[O:26])[O:21][C:22]([CH3:23])([CH3:25])[CH3:24])(=[O:38])[CH3:37]. (4) Given the reactants [CH:1](=[O:7])[C:2]1[O:6][CH:5]=[CH:4][CH:3]=1.C[C:9]1[O:15][C:12]([CH:13]=[O:14])=[CH:11][CH:10]=1, predict the reaction product. The product is: [O:6]1[CH:5]=[CH:4][CH:3]=[C:2]1[C:1](=[O:7])[CH:13]([C:12]1[O:15][CH:9]=[CH:10][CH:11]=1)[OH:14].